This data is from Full USPTO retrosynthesis dataset with 1.9M reactions from patents (1976-2016). The task is: Predict the reactants needed to synthesize the given product. Given the product [F:11][C:12]1[CH:17]=[CH:16][C:15]([C:2]2[CH:7]=[CH:6][N:5]3[CH:8]=[CH:9][N:10]=[C:4]3[CH:3]=2)=[CH:14][CH:13]=1, predict the reactants needed to synthesize it. The reactants are: Cl[C:2]1[CH:7]=[CH:6][N:5]2[CH:8]=[CH:9][N:10]=[C:4]2[CH:3]=1.[F:11][C:12]1[CH:17]=[CH:16][C:15](B(O)O)=[CH:14][CH:13]=1.C(=O)([O-])[O-].[K+].[K+].